From a dataset of Reaction yield outcomes from USPTO patents with 853,638 reactions. Predict the reaction yield, written as a fraction of the theoretical maximum amount of product (1.0 means a 100% yield; for example, 0.34 means a 34% yield). (1) The reactants are Br[C:2]1[CH:3]=[N:4][C:5]([Cl:8])=[N:6][CH:7]=1.[C:9]([C:11]1[CH:12]=[C:13]([CH:15]=[CH:16][CH:17]=1)[NH2:14])#[CH:10]. The catalyst is CCN(C(C)C)C(C)C.[Pd]. The product is [Cl:8][C:5]1[N:4]=[CH:3][C:2]([C:10]#[C:9][C:11]2[CH:12]=[C:13]([NH2:14])[CH:15]=[CH:16][CH:17]=2)=[CH:7][N:6]=1. The yield is 0.280. (2) The reactants are [F:1][C:2]1[CH:19]=[CH:18][C:5](/[CH:6]=[N:7]/[C:8]2[CH:16]=[CH:15][CH:14]=[C:13]3[C:9]=2[CH2:10][O:11][C:12]3=[O:17])=[CH:4][CH:3]=1.[CH3:20][N:21]1[C:25]([CH3:26])=[N:24][N:23]=[C:22]1[CH:27]=O.[O-:29][CH2:30][CH3:31].[Na+].C(O)C. The catalyst is C(OCC)(=O)CC.C(OCC)(=O)C.CO. The product is [CH3:20][N:21]1[C:25]([CH3:26])=[N:24][N:23]=[C:22]1[CH:27]1[C:30](=[O:29])[C:31]2[C:13]([C:12]([O:11][CH2:10][CH3:9])=[O:17])=[CH:14][CH:15]=[CH:16][C:8]=2[NH:7][CH:6]1[C:5]1[CH:18]=[CH:19][C:2]([F:1])=[CH:3][CH:4]=1. The yield is 0.210. (3) The reactants are [C:1]([N:4]1[CH2:9][CH2:8][C:7](=O)[CH2:6][CH2:5]1)(=[O:3])[CH3:2].[C:11]([NH:19][NH2:20])(=[O:18])[C:12]1[CH:17]=[CH:16][CH:15]=[CH:14][CH:13]=1.C(OCC)C. The catalyst is C(O)C. The product is [C:1]([N:4]1[CH2:9][CH2:8][C:7](=[N:20][NH:19][C:11](=[O:18])[C:12]2[CH:17]=[CH:16][CH:15]=[CH:14][CH:13]=2)[CH2:6][CH2:5]1)(=[O:3])[CH3:2]. The yield is 0.830.